The task is: Predict which catalyst facilitates the given reaction.. This data is from Catalyst prediction with 721,799 reactions and 888 catalyst types from USPTO. (1) Reactant: [F:1][C:2]1[CH:7]=[CH:6][C:5]([F:8])=[CH:4][C:3]=1[C@H:9]1[CH2:13][CH2:12][CH2:11][N:10]1[C:14]1[CH:19]=[CH:18][N:17]2[N:20]=[CH:21][C:22](/[CH:23]=[CH:24]/[C:25]([N:27]3[CH2:33][CH2:32][CH2:31][N:30](C(OC(C)(C)C)=O)[CH2:29][CH2:28]3)=[O:26])=[C:16]2[N:15]=1.C(O)(C(F)(F)F)=O. Product: [N:27]1([C:25](=[O:26])/[CH:24]=[CH:23]/[C:22]2[CH:21]=[N:20][N:17]3[CH:18]=[CH:19][C:14]([N:10]4[CH2:11][CH2:12][CH2:13][C@@H:9]4[C:3]4[CH:4]=[C:5]([F:8])[CH:6]=[CH:7][C:2]=4[F:1])=[N:15][C:16]=23)[CH2:33][CH2:32][CH2:31][NH:30][CH2:29][CH2:28]1. The catalyst class is: 2. (2) Reactant: C([O:3][C:4](=[O:35])[CH2:5][CH2:6][C:7]1[CH:12]=[CH:11][CH:10]=[C:9]([N:13]2[C:17]([NH:18][C:19]([C:21]3[N:22]=[CH:23][C:24]4[C:29]([CH:30]=3)=[CH:28][CH:27]=[CH:26][CH:25]=4)=[O:20])=[CH:16][C:15]([C:31]([CH3:34])([CH3:33])[CH3:32])=[N:14]2)[CH:8]=1)C.[Li+].[OH-]. Product: [C:31]([C:15]1[CH:16]=[C:17]([NH:18][C:19]([C:21]2[N:22]=[CH:23][C:24]3[C:29]([CH:30]=2)=[CH:28][CH:27]=[CH:26][CH:25]=3)=[O:20])[N:13]([C:9]2[CH:8]=[C:7]([CH2:6][CH2:5][C:4]([OH:35])=[O:3])[CH:12]=[CH:11][CH:10]=2)[N:14]=1)([CH3:34])([CH3:32])[CH3:33]. The catalyst class is: 5. (3) Reactant: Cl[C:2]1[S:3][C:4]2[CH:10]=[CH:9][CH:8]=[CH:7][C:5]=2[N:6]=1.[CH2:11]([NH:18][CH2:19][CH2:20][OH:21])[C:12]1[CH:17]=[CH:16][CH:15]=[CH:14][CH:13]=1. Product: [S:3]1[C:4]2[CH:10]=[CH:9][CH:8]=[CH:7][C:5]=2[N:6]=[C:2]1[N:18]([CH2:19][CH2:20][OH:21])[CH2:11][C:12]1[CH:17]=[CH:16][CH:15]=[CH:14][CH:13]=1. The catalyst class is: 13. (4) Product: [C:1]([CH2:3][CH2:4][N:5]([C:10]([O:12][C:13]([CH3:16])([CH3:15])[CH3:14])=[O:11])[CH2:6][C:7]([NH:41][CH2:30][CH2:31][C:32]1[CH:40]=[CH:39][C:38]2[O:37][CH2:36][O:35][C:34]=2[CH:33]=1)=[O:9])#[N:2]. The catalyst class is: 2. Reactant: [C:1]([CH2:3][CH2:4][N:5]([C:10]([O:12][C:13]([CH3:16])([CH3:15])[CH3:14])=[O:11])[CH2:6][C:7]([OH:9])=O)#[N:2].C(N1C=CN=C1)(N1C=CN=C1)=O.Cl.[CH2:30]([NH2:41])[CH2:31][C:32]1[CH:40]=[CH:39][C:38]2[O:37][CH2:36][O:35][C:34]=2[CH:33]=1.C(N(C(C)C)CC)(C)C. (5) Reactant: [C:1]([O:5][C:6]([N:8]1[CH2:13][CH2:12][C:11]([OH:17])([C:14]([OH:16])=O)[CH2:10][CH2:9]1)=[O:7])([CH3:4])([CH3:3])[CH3:2].[NH2:18][C:19]1[CH:26]=[CH:25][C:22]([C:23]#[N:24])=[CH:21][N:20]=1.CCN(C(C)C)C(C)C.CN(C(ON1N=NC2C=CC=NC1=2)=[N+](C)C)C.F[P-](F)(F)(F)(F)F. Product: [C:23]([C:22]1[CH:25]=[CH:26][C:19]([NH:18][C:14]([C:11]2([OH:17])[CH2:10][CH2:9][N:8]([C:6]([O:5][C:1]([CH3:2])([CH3:3])[CH3:4])=[O:7])[CH2:13][CH2:12]2)=[O:16])=[N:20][CH:21]=1)#[N:24]. The catalyst class is: 3. (6) Reactant: C(OC(=O)N[C@@H]1[C@H](N[C:15]2[N:16]=[CH:17][C:18]3[S:23][CH:22]=[C:21]([C:24](=[O:33])[NH:25][C:26]4[CH:31]=[CH:30][CH:29]([CH3:32])[CH2:28][CH:27]=4)[C:19]=3[N:20]=2)CCOC1)(C)(C)C. Product: [C:29]1([CH3:32])[CH:28]=[CH:27][C:26]([NH:25][C:24]([C:21]2[C:19]3[N:20]=[CH:15][N:16]=[CH:17][C:18]=3[S:23][CH:22]=2)=[O:33])=[CH:31][CH:30]=1. The catalyst class is: 631.